Dataset: Reaction yield outcomes from USPTO patents with 853,638 reactions. Task: Predict the reaction yield, written as a fraction of the theoretical maximum amount of product (1.0 means a 100% yield; for example, 0.34 means a 34% yield). (1) The reactants are [H-].[Al+3].[Li+].[H-].[H-].[H-].[Cl-].[Al+3].[Cl-].[Cl-].[O:11]1[C:15]2[CH:16]=[CH:17][C:18]([CH:20](O)[C:21]3SC(C#N)=[CH:23][CH:22]=3)=[CH:19][C:14]=2[CH:13]=[CH:12]1.[NH3:29].[S:30]([O-])([O-])(=O)=O.[Mg+2].O1[CH2:40][CH2:39]CC1. No catalyst specified. The product is [CH:12]1[O:11][CH:15]=[CH:16][C:17]2[C:13]=1[CH:14]=[CH:19][C:18]=2[CH2:20][C:21]1[CH:22]=[CH:23][S:30][C:39]=1[CH2:40][NH2:29]. The yield is 0.820. (2) The reactants are C[O:2][C:3](=O)[C:4]1[CH:9]=[CH:8][C:7]([S:10](=[O:13])(=[O:12])[NH2:11])=[CH:6][CH:5]=1.[BH4-].[Li+]. The catalyst is C1COCC1.CO. The product is [OH:2][CH2:3][C:4]1[CH:5]=[CH:6][C:7]([S:10]([NH2:11])(=[O:12])=[O:13])=[CH:8][CH:9]=1. The yield is 0.170.